This data is from Full USPTO retrosynthesis dataset with 1.9M reactions from patents (1976-2016). The task is: Predict the reactants needed to synthesize the given product. Given the product [C:20]([O:19][C:17]([N:14]1[CH2:15][CH2:16][N:11]([C:6]2[C:5]([Br:24])=[CH:4][N:3]=[C:2]3[NH:1][C:31]([C:30]4[CH:33]=[CH:34][C:27]([N:26]([CH3:35])[CH3:25])=[CH:28][CH:29]=4)=[N:8][C:7]=23)[CH2:12][CH2:13]1)=[O:18])([CH3:23])([CH3:22])[CH3:21], predict the reactants needed to synthesize it. The reactants are: [NH2:1][C:2]1[C:7]([N+:8]([O-])=O)=[C:6]([N:11]2[CH2:16][CH2:15][N:14]([C:17]([O:19][C:20]([CH3:23])([CH3:22])[CH3:21])=[O:18])[CH2:13][CH2:12]2)[C:5]([Br:24])=[CH:4][N:3]=1.[CH3:25][N:26]([CH3:35])[C:27]1[CH:34]=[CH:33][C:30]([CH:31]=O)=[CH:29][CH:28]=1.[O-]S(S([O-])=O)=O.[Na+].[Na+].